From a dataset of Forward reaction prediction with 1.9M reactions from USPTO patents (1976-2016). Predict the product of the given reaction. (1) Given the reactants O[C:2]1[C:11]2[C:6](=[N:7][CH:8]=[CH:9][CH:10]=2)[N:5]([C:12]2[CH:17]=[CH:16][CH:15]=[CH:14][CH:13]=2)[C:4](=[O:18])[C:3]=1[C:19](=O)[CH2:20][C:21]1[CH:26]=[CH:25][C:24]([S:27]([CH3:30])(=[O:29])=[O:28])=[CH:23][CH:22]=1.O.[NH2:33][NH2:34], predict the reaction product. The product is: [CH3:30][S:27]([C:24]1[CH:25]=[CH:26][C:21]([CH2:20][C:19]2[C:3]3[C:4](=[O:18])[N:5]([C:12]4[CH:17]=[CH:16][CH:15]=[CH:14][CH:13]=4)[C:6]4[N:7]=[CH:8][CH:9]=[CH:10][C:11]=4[C:2]=3[NH:34][N:33]=2)=[CH:22][CH:23]=1)(=[O:29])=[O:28]. (2) Given the reactants O=[C:2]1[NH:7][CH:6]=[N:5][C:4]2[S:8][C:9]3[CH2:13][N:12]([C:14]([O:16][CH2:17][CH3:18])=[O:15])[CH2:11][C:10]=3[C:3]1=2.P(Cl)(Cl)([Cl:21])=O, predict the reaction product. The product is: [Cl:21][C:2]1[C:3]2[C:10]3[CH2:11][N:12]([C:14]([O:16][CH2:17][CH3:18])=[O:15])[CH2:13][C:9]=3[S:8][C:4]=2[N:5]=[CH:6][N:7]=1. (3) Given the reactants [N+](C1C=CC([O:10][C:11](=O)[NH:12][CH2:13][CH:14]2[CH2:19][CH2:18][C:17]([N:26]([CH3:28])[CH3:27])([C:20]3[CH:25]=[CH:24][CH:23]=[CH:22][CH:21]=3)[CH2:16][CH2:15]2)=CC=1)([O-])=O.[NH:30]1[CH2:35][CH:34]=[C:33]([C:36]2[C:44]3[C:39](=[CH:40][CH:41]=[CH:42][CH:43]=3)[NH:38][CH:37]=2)[CH2:32][CH2:31]1, predict the reaction product. The product is: [CH3:27][N:26]([CH3:28])[C:17]1([C:20]2[CH:21]=[CH:22][CH:23]=[CH:24][CH:25]=2)[CH2:16][CH2:15][CH:14]([CH2:13][NH:12][C:11]([N:30]2[CH2:31][CH:32]=[C:33]([C:36]3[C:44]4[C:39](=[CH:40][CH:41]=[CH:42][CH:43]=4)[NH:38][CH:37]=3)[CH2:34][CH2:35]2)=[O:10])[CH2:19][CH2:18]1. (4) Given the reactants [CH:1](=O)[C:2]1C=CC=CC=1.[CH3:9][C:10]1[CH:17]=[CH:16][C:13]([CH:14]=[O:15])=[CH:12][CH:11]=1, predict the reaction product. The product is: [CH3:9][C:10]1[CH:17]=[CH:16][C:13]([CH:14]([OH:15])[CH2:1][CH3:2])=[CH:12][CH:11]=1. (5) The product is: [NH:1]([C:66]([CH3:68])=[O:67])[CH2:2][C:3]([NH:5][C@H:6]([C:13]([NH:15][CH2:16][C:17]([NH:19][C@H:20]([C:45]([NH:47][C@H:48]([C:55]([NH:57][C@H:58]([C:63]([OH:65])=[O:64])[CH2:59][CH2:60][CH2:61][CH3:62])=[O:56])[CH2:49][OH:50])=[O:46])[CH2:21][CH2:22][CH2:23][NH:24][C:25](=[NH:26])[NH2:44])=[O:18])=[O:14])[CH2:7][OH:8])=[O:4]. Given the reactants [NH:1]([C:66]([CH3:68])=[O:67])[CH2:2][C:3]([NH:5][C@H:6]([C:13]([NH:15][CH2:16][C:17]([NH:19][C@H:20]([C:45]([NH:47][C@H:48]([C:55]([NH:57][C@H:58]([C:63]([OH:65])=[O:64])[CH2:59][CH2:60][CH2:61][CH3:62])=[O:56])[CH2:49][O:50]C(C)(C)C)=[O:46])[CH2:21][CH2:22][CH2:23][NH:24][C:25](=[NH:44])[NH:26]S(C1C(C)=C2C(OC(C2)(C)C)=C(C)C=1C)(=O)=O)=[O:18])=[O:14])[CH2:7][O:8]C(C)(C)C)=[O:4], predict the reaction product.